This data is from NCI-60 drug combinations with 297,098 pairs across 59 cell lines. The task is: Regression. Given two drug SMILES strings and cell line genomic features, predict the synergy score measuring deviation from expected non-interaction effect. Drug 1: CCC1=CC2CC(C3=C(CN(C2)C1)C4=CC=CC=C4N3)(C5=C(C=C6C(=C5)C78CCN9C7C(C=CC9)(C(C(C8N6C)(C(=O)OC)O)OC(=O)C)CC)OC)C(=O)OC.C(C(C(=O)O)O)(C(=O)O)O. Drug 2: CN1C2=C(C=C(C=C2)N(CCCl)CCCl)N=C1CCCC(=O)O.Cl. Cell line: OVCAR-5. Synergy scores: CSS=40.0, Synergy_ZIP=-0.353, Synergy_Bliss=-0.714, Synergy_Loewe=-53.8, Synergy_HSA=-1.05.